Dataset: Peptide-MHC class II binding affinity with 134,281 pairs from IEDB. Task: Regression. Given a peptide amino acid sequence and an MHC pseudo amino acid sequence, predict their binding affinity value. This is MHC class II binding data. (1) The peptide sequence is HVDLMVGAATVCSALYIGDL. The MHC is DRB5_0101 with pseudo-sequence DRB5_0101. The binding affinity (normalized) is 0.0430. (2) The peptide sequence is ETAYFILKLAGRWPVKVI. The MHC is DRB3_0202 with pseudo-sequence DRB3_0202. The binding affinity (normalized) is 0.176. (3) The peptide sequence is IAMEVVLRKRQGPKQ. The MHC is DRB5_0101 with pseudo-sequence DRB5_0101. The binding affinity (normalized) is 0.936. (4) The binding affinity (normalized) is 0.748. The MHC is DRB1_1501 with pseudo-sequence DRB1_1501. The peptide sequence is GRLLRGHDQSAYDG. (5) The peptide sequence is IVLNHMTGAQSGKGT. The MHC is DRB1_1001 with pseudo-sequence DRB1_1001. The binding affinity (normalized) is 0.753. (6) The peptide sequence is FIGYGKATLECQVQTKK. The MHC is DRB3_0101 with pseudo-sequence DRB3_0101. The binding affinity (normalized) is 0. (7) The peptide sequence is TSCSLMHTAVDLVNE. The MHC is HLA-DPA10201-DPB10101 with pseudo-sequence HLA-DPA10201-DPB10101. The binding affinity (normalized) is 0.296.